From a dataset of Catalyst prediction with 721,799 reactions and 888 catalyst types from USPTO. Predict which catalyst facilitates the given reaction. (1) Reactant: C(OC([N:11]1[CH2:16][CH2:15][CH:14]([CH2:17][C:18](=[O:50])[NH:19][CH:20]([B:37]2[O:45][CH:44]3[C:39]([CH3:49])([CH:40]4[CH2:46][CH:42]([CH2:43]3)[C:41]4([CH3:48])[CH3:47])[O:38]2)[CH2:21][C:22]2[CH:27]=[CH:26][CH:25]=[C:24]([C:28]([O:30][C:31]([CH3:34])([CH3:33])[CH3:32])=[O:29])[C:23]=2[O:35][CH3:36])[CH2:13][CH2:12]1)=O)C1C=CC=CC=1. Product: [C:31]([O:30][C:28](=[O:29])[C:24]1[CH:25]=[CH:26][CH:27]=[C:22]([CH2:21][CH:20]([NH:19][C:18](=[O:50])[CH2:17][CH:14]2[CH2:13][CH2:12][NH:11][CH2:16][CH2:15]2)[B:37]2[O:45][CH:44]3[C:39]([CH3:49])([CH:40]4[CH2:46][CH:42]([CH2:43]3)[C:41]4([CH3:47])[CH3:48])[O:38]2)[C:23]=1[O:35][CH3:36])([CH3:32])([CH3:33])[CH3:34]. The catalyst class is: 19. (2) Reactant: [F:1][C:2]1[CH:7]=[C:6]([F:8])[CH:5]=[C:4](F)[C:3]=1[C:10](=[O:22])[CH2:11][C:12]([C:14]1[CH:19]=[CH:18][C:17]([O:20][CH3:21])=[CH:16][CH:15]=1)=[O:13]. The catalyst class is: 58. Product: [F:1][C:2]1[CH:7]=[C:6]([F:8])[CH:5]=[C:4]2[C:3]=1[C:10](=[O:22])[CH:11]=[C:12]([C:14]1[CH:19]=[CH:18][C:17]([O:20][CH3:21])=[CH:16][CH:15]=1)[O:13]2. (3) Reactant: [Br:1][C:2]1[C:3]([N:10]([CH:12]2[CH2:17][CH2:16][CH2:15][CH2:14][CH2:13]2)[NH2:11])=[N:4][C:5]([C:8]#[N:9])=[N:6][CH:7]=1.[Cl:18][CH2:19][C:20]1[CH:21]=[C:22]([CH:26]=[CH:27][CH:28]=1)[C:23](Cl)=[O:24].CCN(C(C)C)C(C)C.CN1CCN(C2CCNCC2)CC1.[I-].[Na+]. Product: [Br:1][C:2]1[C:3]([N:10]([CH:12]2[CH2:13][CH2:14][CH2:15][CH2:16][CH2:17]2)[NH:11][C:23](=[O:24])[C:22]2[CH:26]=[CH:27][CH:28]=[C:20]([CH2:19][Cl:18])[CH:21]=2)=[N:4][C:5]([C:8]#[N:9])=[N:6][CH:7]=1. The catalyst class is: 577. (4) Reactant: C(OP([CH2:9][C:10]([O:12][CH2:13][CH3:14])=[O:11])(OCC)=O)C.[H-].[Na+].[N:17]1([S:27]([C:30]2[CH:31]=[C:32]([N:36]3[C:45](=[O:46])[C:44]4[C:43]([CH:47]=O)=[CH:42][CH:41]=[CH:40][C:39]=4[NH:38][C:37]3=[O:49])[CH:33]=[CH:34][CH:35]=2)(=[O:29])=[O:28])[C:26]2[C:21](=[CH:22][CH:23]=[CH:24][CH:25]=2)[CH2:20][CH2:19][CH2:18]1.Cl. Product: [N:17]1([S:27]([C:30]2[CH:31]=[C:32]([N:36]3[C:45](=[O:46])[C:44]4[C:39](=[CH:40][CH:41]=[CH:42][C:43]=4[CH:47]=[CH:9][C:10]([O:12][CH2:13][CH3:14])=[O:11])[NH:38][C:37]3=[O:49])[CH:33]=[CH:34][CH:35]=2)(=[O:29])=[O:28])[C:26]2[C:21](=[CH:22][CH:23]=[CH:24][CH:25]=2)[CH2:20][CH2:19][CH2:18]1. The catalyst class is: 136. (5) Reactant: [CH:1]1([N:5]2[CH2:10][CH2:9][CH:8]([O:11][C:12]3[CH:18]=[CH:17][C:15]([NH2:16])=[CH:14][CH:13]=3)[CH2:7][CH2:6]2)[CH2:4][CH2:3][CH2:2]1.Cl[CH2:20][C:21]([N:23]1[CH2:28][CH2:27][O:26][CH2:25][CH2:24]1)=[O:22].C(=O)([O-])[O-].[K+].[K+]. Product: [CH:1]1([N:5]2[CH2:10][CH2:9][CH:8]([O:11][C:12]3[CH:13]=[CH:14][C:15]([NH:16][CH2:20][C:21]([N:23]4[CH2:28][CH2:27][O:26][CH2:25][CH2:24]4)=[O:22])=[CH:17][CH:18]=3)[CH2:7][CH2:6]2)[CH2:4][CH2:3][CH2:2]1. The catalyst class is: 9. (6) Reactant: [CH2:1]([C:3]1[C:11]2[C:6](=[N:7][C:8]([CH3:24])=[C:9]([CH2:19][C:20]([O:22][CH3:23])=[O:21])[C:10]=2[C:12]2[CH:17]=[CH:16][C:15]([CH3:18])=[CH:14][CH:13]=2)[S:5][C:4]=1[CH3:25])[CH3:2].[Li+].C[Si]([N-][Si](C)(C)C)(C)C.[CH2:36]1[CH2:40]OC[CH2:37]1.ICCC. Product: [CH2:1]([C:3]1[C:11]2[C:6](=[N:7][C:8]([CH3:24])=[C:9]([CH:19]([CH2:37][CH2:36][CH3:40])[C:20]([O:22][CH3:23])=[O:21])[C:10]=2[C:12]2[CH:17]=[CH:16][C:15]([CH3:18])=[CH:14][CH:13]=2)[S:5][C:4]=1[CH3:25])[CH3:2]. The catalyst class is: 3. (7) Reactant: [N:1]1[CH:6]=[CH:5][CH:4]=[C:3]([O:7][CH2:8][C:9]2[CH:25]=[CH:24][C:12]([C:13]([NH:15][C@H:16]([C:21](O)=[O:22])[CH2:17][CH2:18][S:19][CH3:20])=[O:14])=[C:11]([C:26]3[CH:31]=[CH:30][CH:29]=[CH:28][CH:27]=3)[CH:10]=2)[CH:2]=1.C(N1C=CN=C1)(N1C=CN=C1)=O.[CH3:44][S:45]([NH2:48])(=[O:47])=[O:46].C1CCN2C(=NCCC2)CC1. Product: [CH3:44][S:45]([NH:48][C:21](=[O:22])[C@H:16]([CH2:17][CH2:18][S:19][CH3:20])[NH:15][C:13](=[O:14])[C:12]1[CH:24]=[CH:25][C:9]([CH2:8][O:7][C:3]2[CH:2]=[N:1][CH:6]=[CH:5][CH:4]=2)=[CH:10][C:11]=1[C:26]1[CH:27]=[CH:28][CH:29]=[CH:30][CH:31]=1)(=[O:47])=[O:46]. The catalyst class is: 1.